Dataset: Forward reaction prediction with 1.9M reactions from USPTO patents (1976-2016). Task: Predict the product of the given reaction. The product is: [NH:7]1[CH2:6][CH2:5][NH:10][C:8]1=[O:9].[CH:3](=[O:4])[CH:1]=[O:2]. Given the reactants [CH:1]([CH:3]=[O:4])=[O:2].[CH2:5]1[NH:10][C:8](=[O:9])[NH:7][CH2:6]1.O, predict the reaction product.